This data is from Reaction yield outcomes from USPTO patents with 853,638 reactions. The task is: Predict the reaction yield, written as a fraction of the theoretical maximum amount of product (1.0 means a 100% yield; for example, 0.34 means a 34% yield). (1) The reactants are [Br:1][C:2]1[N:6]2[CH:7]([CH2:12][C:13]([O:15]CC)=[O:14])[CH2:8][NH:9][C:10](=[O:11])[C:5]2=[CH:4][C:3]=1[C:18]1[CH:23]=[CH:22][CH:21]=[C:20]([F:24])[CH:19]=1.[OH-].[Li+]. The catalyst is C(O)(C)C.O. The product is [Br:1][C:2]1[N:6]2[CH:7]([CH2:12][C:13]([OH:15])=[O:14])[CH2:8][NH:9][C:10](=[O:11])[C:5]2=[CH:4][C:3]=1[C:18]1[CH:23]=[CH:22][CH:21]=[C:20]([F:24])[CH:19]=1. The yield is 0.850. (2) The reactants are [C:1]([O:5][C:6]([NH:8][C:9]1[CH:10]=[C:11]([CH:15]=[CH:16][CH:17]=1)[C:12]([OH:14])=O)=[O:7])([CH3:4])([CH3:3])[CH3:2].CCN=C=NCCCN(C)C.C1C=CC2N(O)N=NC=2C=1.CCN(CC)CC.[NH2:46][CH2:47][CH:48]([OH:60])[CH2:49][N:50]1[CH2:59][CH2:58][C:57]2[C:52](=[CH:53][CH:54]=[CH:55][CH:56]=2)[CH2:51]1. The catalyst is C(Cl)Cl. The product is [C:1]([O:5][C:6](=[O:7])[NH:8][C:9]1[CH:17]=[CH:16][CH:15]=[C:11]([C:12](=[O:14])[NH:46][CH2:47][CH:48]([OH:60])[CH2:49][N:50]2[CH2:59][CH2:58][C:57]3[C:52](=[CH:53][CH:54]=[CH:55][CH:56]=3)[CH2:51]2)[CH:10]=1)([CH3:2])([CH3:3])[CH3:4]. The yield is 0.710. (3) The reactants are [C:1]([O:9][CH2:10][CH3:11])(=[O:8])[CH2:2][C:3]([O:5][CH2:6][CH3:7])=[O:4].C(O)C.[O-]CC.[Na+].Cl[C:20]([C:25]1[CH:30]=[CH:29][C:28]([F:31])=[CH:27][CH:26]=1)([CH3:24])[CH2:21][S:22][CH3:23].ClCC(C1C=CC(F)=CC=1)(C)SC. The catalyst is C(O)C. The product is [F:31][C:28]1[CH:27]=[CH:26][C:25]([C:20]([CH:2]([C:3]([O:5][CH2:6][CH3:7])=[O:4])[C:1]([O:9][CH2:10][CH3:11])=[O:8])([CH3:24])[CH2:21][S:22][CH3:23])=[CH:30][CH:29]=1. The yield is 0.840. (4) The reactants are [Cl:1][C:2]1[CH:3]=[CH:4][C:5]([CH3:11])=[C:6]([CH:10]=1)[C:7]([OH:9])=[O:8].[Br:12]Br.S([O-])([O-])(=O)=S.[Na+].[Na+]. The catalyst is O.[Fe]. The product is [Br:12][C:4]1[C:5]([CH3:11])=[C:6]([CH:10]=[C:2]([Cl:1])[CH:3]=1)[C:7]([OH:9])=[O:8]. The yield is 0.550. (5) The reactants are OS(O)(=O)=O.O=S(=O)=O.[CH2:10]([S:12]([C:14]1[CH:19]=[CH:18][C:17]([N+:20]([O-:22])=[O:21])=[CH:16][CH:15]=1)=[O:13])[CH3:11].[N-:23]=[N+]=[N-].[Na+].C(=O)([O-])O.[Na+]. No catalyst specified. The product is [CH2:10]([S:12]([C:14]1[CH:15]=[CH:16][C:17]([N+:20]([O-:22])=[O:21])=[CH:18][CH:19]=1)(=[NH:23])=[O:13])[CH3:11]. The yield is 0.890. (6) The reactants are [Br:1][C:2]1[N:3]=[C:4]2[C:10]([C:11]([OH:13])=O)=[CH:9][N:8]([CH2:14][O:15][CH2:16][CH2:17][Si:18]([CH3:21])([CH3:20])[CH3:19])[C:5]2=[N:6][CH:7]=1.C(N(CC)C(C)C)(C)C.F[B-](F)(F)F.N1(OC(N(C)C)=[N+](C)C)C2C=CC=CC=2N=N1.[NH2:53][CH2:54][C:55]([CH3:59])([CH3:58])[CH2:56][OH:57]. The catalyst is C(#N)C.C(OCC)(=O)C.O. The product is [OH:57][CH2:56][C:55]([CH3:59])([CH3:58])[CH2:54][NH:53][C:11]([C:10]1[C:4]2[C:5](=[N:6][CH:7]=[C:2]([Br:1])[N:3]=2)[N:8]([CH2:14][O:15][CH2:16][CH2:17][Si:18]([CH3:21])([CH3:20])[CH3:19])[CH:9]=1)=[O:13]. The yield is 0.810. (7) The reactants are [K].CC(C)([O-])C.[OH:7][C:8]1[CH:22]=[CH:21][CH:20]=[CH:19][C:9]=1[CH2:10]P(=O)(OCC)OCC.[C:23]1([CH3:45])[CH:28]=[CH:27][C:26]([N:29]([C:38]2[CH:43]=[CH:42][C:41]([CH3:44])=[CH:40][CH:39]=2)[C:30]2[CH:37]=[CH:36][C:33]([CH:34]=O)=[CH:32][CH:31]=2)=[CH:25][CH:24]=1.Cl. The catalyst is O1CCCC1.O. The product is [OH:7][C:8]1[CH:22]=[CH:21][CH:20]=[CH:19][C:9]=1[CH:10]=[CH:44][C:41]1[CH:40]=[CH:39][C:38]([N:29]([C:30]2[CH:37]=[CH:36][C:33]([CH3:34])=[CH:32][CH:31]=2)[C:26]2[CH:27]=[CH:28][C:23]([CH3:45])=[CH:24][CH:25]=2)=[CH:43][CH:42]=1. The yield is 0.720. (8) The catalyst is [Pd].C(O)(=O)C.CO. The yield is 0.460. The product is [F:37][C:35]1[C:30]2[O:31][CH2:32][CH2:33][O:34][C:29]=2[CH:28]=[C:27]2[O:26][CH2:25][C:18]3([C:19]4[C:24](=[CH:23][CH:22]=[CH:21][CH:20]=4)[N:16]([CH2:15][C:12]4[CH:11]=[CH:10][C:9]([OH:8])=[CH:14][N:13]=4)[C:17]3=[O:38])[C:36]=12. The reactants are C([O:8][C:9]1[CH:10]=[CH:11][C:12]([CH2:15][N:16]2[C:24]3[C:19](=[CH:20][CH:21]=[CH:22][CH:23]=3)[C:18]3([C:36]4[C:27](=[CH:28][C:29]5[O:34][CH2:33][CH2:32][O:31][C:30]=5[C:35]=4[F:37])[O:26][CH2:25]3)[C:17]2=[O:38])=[N:13][CH:14]=1)C1C=CC=CC=1. (9) The product is [CH3:20][O:19][C:5]1[CH:4]=[C:3]([CH:1]=[O:2])[CH:8]=[CH:7][C:6]=1[C:23]1[CH:24]=[CH:25][CH:26]=[C:21]([CH3:30])[CH:22]=1. The catalyst is C1(C)C=CC=CC=1.C(Cl)Cl. The yield is 0.730. The reactants are [CH:1]([C:3]1[CH:8]=[C:7](OC)[C:6](OS(C(F)(F)F)(=O)=O)=[C:5]([O:19][CH3:20])[CH:4]=1)=[O:2].[C:21]1(B(O)O)[CH:26]=[CH:25][CH:24]=[CH:23][CH:22]=1.[C:30](=O)([O-])[O-].[K+].[K+].O.